From a dataset of CYP2D6 inhibition data for predicting drug metabolism from PubChem BioAssay. Regression/Classification. Given a drug SMILES string, predict its absorption, distribution, metabolism, or excretion properties. Task type varies by dataset: regression for continuous measurements (e.g., permeability, clearance, half-life) or binary classification for categorical outcomes (e.g., BBB penetration, CYP inhibition). Dataset: cyp2d6_veith. (1) The compound is C=CCNC(=S)N1CCN(c2ncc3c(=O)c(C(=O)O)cn(CC)c3n2)CC1. The result is 0 (non-inhibitor). (2) The drug is O=C(O)c1cccc2cccc(-c3cccc4cccc(C(=O)O)c34)c12. The result is 0 (non-inhibitor). (3) The compound is O=C(O)c1nnsc1COCc1ccccc1. The result is 0 (non-inhibitor). (4) The compound is O=C(Cn1ccc2ccccc2c1=O)N1CCN(c2cccc(Cl)c2)CC1. The result is 0 (non-inhibitor).